From a dataset of Catalyst prediction with 721,799 reactions and 888 catalyst types from USPTO. Predict which catalyst facilitates the given reaction. (1) Reactant: FC(F)(F)C(OC(=O)C(F)(F)F)=[O:4].[O:14]=[S:15]1[CH2:20][CH2:19][CH:18]([C:21]2[CH:26]=[CH:25][C:24]([N:27]3[CH2:31][C@H:30]([CH2:32][NH:33][C:34](=[O:36])[CH3:35])[O:29][C:28]3=[O:37])=[CH:23][CH:22]=2)[CH2:17][CH2:16]1.CN1CCOCC1. Product: [O:14]=[S:15]1(=[O:4])[CH:16]=[CH:17][CH:18]([C:21]2[CH:26]=[CH:25][C:24]([N:27]3[CH2:31][C@H:30]([CH2:32][NH:33][C:34](=[O:36])[CH3:35])[O:29][C:28]3=[O:37])=[CH:23][CH:22]=2)[CH2:19][CH2:20]1. The catalyst class is: 4. (2) Reactant: [H-].[Na+].[C:3]([C:5]1[CH:6]=[C:7]2[C:15](=[CH:16][CH:17]=1)[NH:14][C:13]1[CH2:12][CH2:11][CH:10]([NH:18][C:19](=[O:23])[CH:20]([CH3:22])[CH3:21])[CH2:9][C:8]2=1)#[N:4].[F:24][C:25]([F:35])([F:34])[C:26]1[CH:33]=[CH:32][CH:31]=[CH:30][C:27]=1[CH2:28]Br. Product: [C:3]([C:5]1[CH:6]=[C:7]2[C:15](=[CH:16][CH:17]=1)[N:14]([CH2:28][C:27]1[CH:30]=[CH:31][CH:32]=[CH:33][C:26]=1[C:25]([F:24])([F:34])[F:35])[C:13]1[CH2:12][CH2:11][CH:10]([NH:18][C:19](=[O:23])[CH:20]([CH3:21])[CH3:22])[CH2:9][C:8]2=1)#[N:4]. The catalyst class is: 9. (3) Reactant: [Cl:1][C:2]1[CH:30]=[C:29]([Cl:31])[CH:28]=[CH:27][C:3]=1[O:4][CH:5]1[C:13]2[C:8](=[CH:9][CH:10]=[C:11]([C:14]3[CH:15]=[C:16]([CH:24]=[CH:25][CH:26]=3)[C:17]([NH:19][CH2:20][CH2:21][S:22][CH3:23])=[O:18])[CH:12]=2)[CH2:7][CH2:6]1.ClC1C=CC=C(C(OO)=[O:40])C=1.C(=O)([O-])O.[Na+]. Product: [Cl:1][C:2]1[CH:30]=[C:29]([Cl:31])[CH:28]=[CH:27][C:3]=1[O:4][CH:5]1[C:13]2[C:8](=[CH:9][CH:10]=[C:11]([C:14]3[CH:15]=[C:16]([CH:24]=[CH:25][CH:26]=3)[C:17]([NH:19][CH2:20][CH2:21][S:22]([CH3:23])=[O:40])=[O:18])[CH:12]=2)[CH2:7][CH2:6]1. The catalyst class is: 4. (4) Reactant: C([N:4]1[C:12]2[C:7](=[CH:8][CH:9]=[CH:10][CH:11]=2)[C:6](=[C:13](OCC)[C:14]2[CH:19]=[CH:18][CH:17]=[CH:16][CH:15]=2)[C:5]1=[O:23])(=O)C.[O:24]1[CH2:29][CH2:28][N:27]([CH2:30][CH2:31][N:32]([C:37]2[CH:43]=[CH:42][C:40]([NH2:41])=[CH:39][CH:38]=2)[S:33]([CH3:36])(=[O:35])=[O:34])[CH2:26][CH2:25]1.N1CCCCC1. Product: [O:24]1[CH2:29][CH2:28][N:27]([CH2:30][CH2:31][N:32]([C:37]2[CH:43]=[CH:42][C:40]([NH:41]/[C:13](=[C:6]3\[C:5](=[O:23])[NH:4][C:12]4[C:7]\3=[CH:8][CH:9]=[CH:10][CH:11]=4)/[C:14]3[CH:15]=[CH:16][CH:17]=[CH:18][CH:19]=3)=[CH:39][CH:38]=2)[S:33]([CH3:36])(=[O:35])=[O:34])[CH2:26][CH2:25]1. The catalyst class is: 121. (5) Reactant: O.[NH2:2]N.C[N:5]([CH2:7][CH:8]1[CH2:13][CH2:12][CH2:11][CH2:10][C:9]1=O)C. Product: [N:2]1[NH:5][CH2:7][CH:8]2[C:9]=1[CH2:10][CH2:11][CH2:12][CH2:13]2. The catalyst class is: 114.